Dataset: CYP2D6 inhibition data for predicting drug metabolism from PubChem BioAssay. Task: Regression/Classification. Given a drug SMILES string, predict its absorption, distribution, metabolism, or excretion properties. Task type varies by dataset: regression for continuous measurements (e.g., permeability, clearance, half-life) or binary classification for categorical outcomes (e.g., BBB penetration, CYP inhibition). Dataset: cyp2d6_veith. The drug is COc1cccc(Cn2c(=O)c(C)nc3cnc(N4CCN(C)CC4)nc32)c1. The result is 0 (non-inhibitor).